From a dataset of Full USPTO retrosynthesis dataset with 1.9M reactions from patents (1976-2016). Predict the reactants needed to synthesize the given product. (1) Given the product [Cl:3][C:4]1[CH:9]=[C:8]([O:10][C:23]2[CH:24]=[C:19]([F:18])[C:20]([N+:27]([O-:29])=[O:28])=[CH:21][C:22]=2[F:26])[CH:7]=[CH:6][N:5]=1, predict the reactants needed to synthesize it. The reactants are: [H-].[Na+].[Cl:3][C:4]1[CH:9]=[C:8]([OH:10])[CH:7]=[CH:6][N:5]=1.OC1C=CC=CN=1.[F:18][C:19]1[CH:24]=[C:23](F)[C:22]([F:26])=[CH:21][C:20]=1[N+:27]([O-:29])=[O:28]. (2) Given the product [NH2:1][C:2]1[CH:7]=[C:6]([Cl:8])[CH:5]=[CH:4][C:3]=1[NH:9][C:10](=[O:18])[C:11]1[CH:16]=[CH:15][C:14]([NH:21][CH2:20][CH2:19][NH2:22])=[N:13][CH:12]=1, predict the reactants needed to synthesize it. The reactants are: [NH2:1][C:2]1[CH:7]=[C:6]([Cl:8])[CH:5]=[CH:4][C:3]=1[NH:9][C:10](=[O:18])[C:11]1[CH:16]=[CH:15][C:14](Cl)=[N:13][CH:12]=1.[CH2:19]([NH2:22])[CH2:20][NH2:21]. (3) Given the product [CH3:1][O:2][C:3]1[CH:4]=[C:5]([S:9][CH2:11][CH2:12][CH2:13][N:14]2[C:18](=[O:19])[C:17]3[C:16](=[CH:23][CH:22]=[CH:21][CH:20]=3)[C:15]2=[O:24])[CH:6]=[CH:7][CH:8]=1, predict the reactants needed to synthesize it. The reactants are: [CH3:1][O:2][C:3]1[CH:4]=[C:5]([SH:9])[CH:6]=[CH:7][CH:8]=1.Br[CH2:11][CH2:12][CH2:13][N:14]1[C:18](=[O:19])[C:17]2=[CH:20][CH:21]=[CH:22][CH:23]=[C:16]2[C:15]1=[O:24].C(=O)([O-])[O-].[K+].[K+]. (4) Given the product [CH3:1][N:2]1[C:11]2[C:6](=[CH:7][C:8]([CH:12]3[CH2:16][CH2:15][NH:14][CH2:13]3)=[CH:9][CH:10]=2)[CH:5]=[CH:4][C:3]1=[O:24].[ClH:25], predict the reactants needed to synthesize it. The reactants are: [CH3:1][N:2]1[C:11]2[C:6](=[CH:7][C:8]([CH:12]3[CH2:16][CH2:15][N:14](C(OC(C)(C)C)=O)[CH2:13]3)=[CH:9][CH:10]=2)[CH:5]=[CH:4][C:3]1=[O:24].[ClH:25].O1CCOCC1. (5) Given the product [Br:1][C:2]1[C:3]([CH3:16])=[CH:4][C:5]([O:6][CH2:7][CH2:8][C:9]([OH:11])=[O:10])=[CH:13][C:14]=1[CH3:15], predict the reactants needed to synthesize it. The reactants are: [Br:1][C:2]1[C:14]([CH3:15])=[CH:13][C:5]([O:6][CH2:7][CH2:8][C:9]([O:11]C)=[O:10])=[CH:4][C:3]=1[CH3:16].[Li+].[OH-].Cl.